From a dataset of NCI-60 drug combinations with 297,098 pairs across 59 cell lines. Regression. Given two drug SMILES strings and cell line genomic features, predict the synergy score measuring deviation from expected non-interaction effect. (1) Drug 1: C1=NC2=C(N=C(N=C2N1C3C(C(C(O3)CO)O)O)F)N. Drug 2: CC1=C(N=C(N=C1N)C(CC(=O)N)NCC(C(=O)N)N)C(=O)NC(C(C2=CN=CN2)OC3C(C(C(C(O3)CO)O)O)OC4C(C(C(C(O4)CO)O)OC(=O)N)O)C(=O)NC(C)C(C(C)C(=O)NC(C(C)O)C(=O)NCCC5=NC(=CS5)C6=NC(=CS6)C(=O)NCCC[S+](C)C)O. Cell line: TK-10. Synergy scores: CSS=11.0, Synergy_ZIP=-7.29, Synergy_Bliss=-1.20, Synergy_Loewe=-3.80, Synergy_HSA=-0.393. (2) Drug 1: CC1OCC2C(O1)C(C(C(O2)OC3C4COC(=O)C4C(C5=CC6=C(C=C35)OCO6)C7=CC(=C(C(=C7)OC)O)OC)O)O. Drug 2: CCC1=C2CN3C(=CC4=C(C3=O)COC(=O)C4(CC)O)C2=NC5=C1C=C(C=C5)O. Cell line: BT-549. Synergy scores: CSS=39.7, Synergy_ZIP=-7.19, Synergy_Bliss=-0.946, Synergy_Loewe=-0.512, Synergy_HSA=2.89. (3) Cell line: A549. Drug 1: C1=CC(=CC=C1CCCC(=O)O)N(CCCl)CCCl. Drug 2: CC12CCC3C(C1CCC2O)C(CC4=C3C=CC(=C4)O)CCCCCCCCCS(=O)CCCC(C(F)(F)F)(F)F. Synergy scores: CSS=24.4, Synergy_ZIP=-8.97, Synergy_Bliss=-7.26, Synergy_Loewe=-7.72, Synergy_HSA=-5.97.